This data is from Full USPTO retrosynthesis dataset with 1.9M reactions from patents (1976-2016). The task is: Predict the reactants needed to synthesize the given product. (1) Given the product [C:1]([O:5][C:6](=[O:24])[N:7]([CH3:25])[C:8]1[C:9]([O:16][C:17]2[CH:22]=[CH:21][CH:20]=[CH:19][C:18]=2[CH3:23])=[N:10][C:11]([S:14][CH3:15])=[N:12][CH:13]=1)([CH3:4])([CH3:3])[CH3:2], predict the reactants needed to synthesize it. The reactants are: [C:1]([O:5][C:6](=[O:24])[NH:7][C:8]1[C:9]([O:16][C:17]2[CH:22]=[CH:21][CH:20]=[CH:19][C:18]=2[CH3:23])=[N:10][C:11]([S:14][CH3:15])=[N:12][CH:13]=1)([CH3:4])([CH3:3])[CH3:2].[CH3:25]N(C)C=O.CI. (2) Given the product [NH4+:3].[OH-:31].[Cl:1][C:2]1[N:7]=[C:6]([C:37]2[C:32]([O:31][C:30]3[CH:29]=[CH:28][C:27]([NH:26][C:19]4[C:20]5[C:25](=[CH:24][CH:23]=[CH:22][CH:21]=5)[C:16]([C:10]5[CH:11]=[CH:12][CH:13]=[CH:14][CH:15]=5)=[N:17][N:18]=4)=[CH:42][CH:41]=3)=[N:33][CH:34]=[CH:35][CH:36]=2)[C:5]([F:9])=[CH:4][N:3]=1, predict the reactants needed to synthesize it. The reactants are: [Cl:1][C:2]1[N:7]=[C:6](Cl)[C:5]([F:9])=[CH:4][N:3]=1.[C:10]1([C:16]2[C:25]3[C:20](=[CH:21][CH:22]=[CH:23][CH:24]=3)[C:19]([NH:26][C:27]3[CH:42]=[CH:41][C:30]([O:31][C:32]4[C:37](B(O)O)=[CH:36][CH:35]=[CH:34][N:33]=4)=[CH:29][CH:28]=3)=[N:18][N:17]=2)[CH:15]=[CH:14][CH:13]=[CH:12][CH:11]=1.COCCOC.C(=O)([O-])[O-].[Na+].[Na+]. (3) Given the product [F:20][C:2]([F:1])([F:19])[C:3]1[CH:4]=[CH:5][C:6]([CH:9]2[C:18]3[C:13](=[CH:14][CH:15]=[CH:16][CH:17]=3)[CH2:12][CH2:11][N:10]2[C:31]([O:33][C:34]2[CH:35]=[CH:36][C:37]([N+:40]([O-:42])=[O:41])=[CH:38][CH:39]=2)=[O:32])=[CH:7][CH:8]=1, predict the reactants needed to synthesize it. The reactants are: [F:1][C:2]([F:20])([F:19])[C:3]1[CH:8]=[CH:7][C:6]([CH:9]2[C:18]3[C:13](=[CH:14][CH:15]=[CH:16][CH:17]=3)[CH2:12][CH2:11][NH:10]2)=[CH:5][CH:4]=1.CCN(C(C)C)C(C)C.Cl[C:31]([O:33][C:34]1[CH:39]=[CH:38][C:37]([N+:40]([O-:42])=[O:41])=[CH:36][CH:35]=1)=[O:32].O.